Dataset: Forward reaction prediction with 1.9M reactions from USPTO patents (1976-2016). Task: Predict the product of the given reaction. (1) Given the reactants [CH3:1][O:2][C:3](=[O:15])[C:4]1[CH:9]=[CH:8][C:7]([NH:10][CH2:11][CH2:12][OH:13])=[C:6]([NH2:14])[CH:5]=1.[CH:16](O)=O, predict the reaction product. The product is: [CH3:1][O:2][C:3]([C:4]1[CH:9]=[CH:8][C:7]2[N:10]([CH2:11][CH2:12][OH:13])[CH:16]=[N:14][C:6]=2[CH:5]=1)=[O:15]. (2) Given the reactants [C:1]([CH:5]1[CH2:14][C:13]2[C:8](=[CH:9][C:10]([O:21][CH3:22])=[C:11]([O:15][CH2:16][CH2:17][CH2:18][O:19][CH3:20])[CH:12]=2)[CH:7]=[N:6]1)([CH3:4])([CH3:3])[CH3:2].C(O[CH:26]=[C:27]([C:33](=[O:35])[CH3:34])[C:28]([O:30][CH2:31][CH3:32])=[O:29])C, predict the reaction product. The product is: [C:1]([CH:5]1[N:6]2[CH:7]([CH2:34][C:33](=[O:35])[C:27]([C:28]([O:30][CH2:31][CH3:32])=[O:29])=[CH:26]2)[C:8]2[CH:9]=[C:10]([O:21][CH3:22])[C:11]([O:15][CH2:16][CH2:17][CH2:18][O:19][CH3:20])=[CH:12][C:13]=2[CH2:14]1)([CH3:4])([CH3:2])[CH3:3]. (3) Given the reactants [S:1]1[C:5]2[CH:6]=[CH:7][CH:8]=[CH:9][C:4]=2[N:3]=[C:2]1[S:10][CH2:11][C@@H:12]([OH:25])[CH2:13][N:14]1[C:18](=[O:19])C2=CC=CC=C2C1=O.O.NN.C(OC([O:31][C:32]([CH3:35])([CH3:34])[CH3:33])=O)([O:31][C:32]([CH3:35])([CH3:34])[CH3:33])=O, predict the reaction product. The product is: [S:1]1[C:5]2[CH:6]=[CH:7][CH:8]=[CH:9][C:4]=2[N:3]=[C:2]1[S:10][CH2:11][C@@H:12]([OH:25])[CH2:13][NH:14][C:18](=[O:19])[O:31][C:32]([CH3:35])([CH3:34])[CH3:33]. (4) Given the reactants [OH:1][C:2]1[C:11]2[O:10][C:9]([CH3:13])([CH3:12])[O:8][C:7](=[O:14])[C:6]=2[CH:5]=[CH:4][CH:3]=1.[CH2:15](Br)[C:16]1[CH:21]=[CH:20][CH:19]=[CH:18][CH:17]=1, predict the reaction product. The product is: [CH2:15]([O:1][C:2]1[C:11]2[O:10][C:9]([CH3:12])([CH3:13])[O:8][C:7](=[O:14])[C:6]=2[CH:5]=[CH:4][CH:3]=1)[C:16]1[CH:21]=[CH:20][CH:19]=[CH:18][CH:17]=1. (5) Given the reactants C([O:3][C:4](=[O:39])[CH2:5][N:6]([S:30]([N:33]1[CH2:38][CH2:37][O:36][CH2:35][CH2:34]1)(=[O:32])=[O:31])[CH2:7][C:8]1[CH:13]=[CH:12][CH:11]=[C:10]([O:14][CH2:15][CH2:16][C:17]2[N:18]=[C:19]([C:23]3[CH:28]=[CH:27][C:26]([CH3:29])=[CH:25][CH:24]=3)[O:20][C:21]=2[CH3:22])[CH:9]=1)C.O.[OH-].[Li+], predict the reaction product. The product is: [N:33]1([S:30]([N:6]([CH2:5][C:4]([OH:39])=[O:3])[CH2:7][C:8]2[CH:13]=[CH:12][CH:11]=[C:10]([O:14][CH2:15][CH2:16][C:17]3[N:18]=[C:19]([C:23]4[CH:24]=[CH:25][C:26]([CH3:29])=[CH:27][CH:28]=4)[O:20][C:21]=3[CH3:22])[CH:9]=2)(=[O:31])=[O:32])[CH2:38][CH2:37][O:36][CH2:35][CH2:34]1.